Dataset: Forward reaction prediction with 1.9M reactions from USPTO patents (1976-2016). Task: Predict the product of the given reaction. Given the reactants [CH2:1]([O:8][C:9]1[C:14](=[O:15])[C:13](Br)=[CH:12][N:11]([C:17]2[CH:22]=[CH:21][C:20]([CH2:23][CH2:24][CH2:25][CH3:26])=[CH:19][CH:18]=2)[CH:10]=1)[C:2]1[CH:7]=[CH:6][CH:5]=[CH:4][CH:3]=1.[Br-].[CH:28]1([Zn+])[CH2:30][CH2:29]1, predict the reaction product. The product is: [CH2:1]([O:8][C:9]1[C:14](=[O:15])[C:13]([CH:28]2[CH2:30][CH2:29]2)=[CH:12][N:11]([C:17]2[CH:22]=[CH:21][C:20]([CH2:23][CH2:24][CH2:25][CH3:26])=[CH:19][CH:18]=2)[CH:10]=1)[C:2]1[CH:7]=[CH:6][CH:5]=[CH:4][CH:3]=1.